Dataset: Full USPTO retrosynthesis dataset with 1.9M reactions from patents (1976-2016). Task: Predict the reactants needed to synthesize the given product. (1) Given the product [F:11][C:10]([F:13])([F:12])[C:8]1[CH:7]=[CH:6][C:3]([C:4]#[N:5])=[C:2]([N:14]2[CH2:19][CH2:18][CH2:17][CH2:16][CH2:15]2)[CH:9]=1, predict the reactants needed to synthesize it. The reactants are: Cl[C:2]1[CH:9]=[C:8]([C:10]([F:13])([F:12])[F:11])[CH:7]=[CH:6][C:3]=1[C:4]#[N:5].[NH:14]1[CH2:19][CH2:18][CH2:17][CH2:16][CH2:15]1. (2) Given the product [F:14][C:13]([F:16])([F:15])[C:12]1[CH:11]=[CH:10][N:9]=[CH:8][C:7]=1[B:21]([OH:22])[OH:20], predict the reactants needed to synthesize it. The reactants are: C([Li])CCC.Br[C:7]1[CH:8]=[N:9][CH:10]=[CH:11][C:12]=1[C:13]([F:16])([F:15])[F:14].C([O:20][B:21](OC(C)C)[O:22]C(C)C)(C)C. (3) Given the product [C:36]([O:35][C:33](=[O:34])[NH:32][C@@H:9]([CH2:10][CH2:11][CH2:12][CH2:13][NH2:14])[C:8]([N:7]([CH2:6][C:2]1[S:1][CH:5]=[CH:4][CH:3]=1)[CH2:41][C:42]1[S:43][CH:44]=[CH:45][CH:46]=1)=[O:40])([CH3:39])([CH3:37])[CH3:38], predict the reactants needed to synthesize it. The reactants are: [S:1]1[CH:5]=[CH:4][CH:3]=[C:2]1[CH2:6][N:7]([CH2:41][C:42]1[S:43][CH:44]=[CH:45][CH:46]=1)[C:8](=[O:40])[C@@H:9]([NH:32][C:33]([O:35][C:36]([CH3:39])([CH3:38])[CH3:37])=[O:34])[CH2:10][CH2:11][CH2:12][CH2:13][NH:14]C(=O)OCC1C2C=CC=CC=2C2C1=CC=CC=2.N1CCCCC1. (4) Given the product [CH3:7][O:8][CH:9]([CH2:15][CH2:16][OH:17])[CH2:10][CH2:11][OH:12], predict the reactants needed to synthesize it. The reactants are: [H-].[H-].[H-].[H-].[Li+].[Al+3].[CH3:7][O:8][CH:9]([CH2:15][C:16](OC)=[O:17])[CH2:10][C:11](OC)=[O:12].[OH-].[Na+].